This data is from Reaction yield outcomes from USPTO patents with 853,638 reactions. The task is: Predict the reaction yield, written as a fraction of the theoretical maximum amount of product (1.0 means a 100% yield; for example, 0.34 means a 34% yield). (1) No catalyst specified. The yield is 0.0500. The reactants are [CH:1]([N:4]1[CH2:9][CH2:8][CH:7]([O:10][C:11]2[CH:19]=[CH:18][C:17]3[N:16]4[C@H:20]([CH3:25])[CH2:21][NH:22][C:23](=[O:24])[C:15]4=[CH:14][C:13]=3[CH:12]=2)[CH2:6][CH2:5]1)([CH3:3])[CH3:2].[H-].[Na+].[F:28][C:29]([F:46])([F:45])[C@H:30]([OH:44])[CH2:31][CH2:32]OS(C1C=CC(C)=CC=1)(=O)=O.FC(F)(F)[C@H](O)CCO.FF. The product is [CH:1]([N:4]1[CH2:9][CH2:8][CH:7]([O:10][C:11]2[CH:19]=[CH:18][C:17]3[N:16]4[C@H:20]([CH3:25])[CH2:21][N:22]([CH2:32][CH2:31][C@@H:30]([OH:44])[C:29]([F:46])([F:45])[F:28])[C:23](=[O:24])[C:15]4=[CH:14][C:13]=3[CH:12]=2)[CH2:6][CH2:5]1)([CH3:3])[CH3:2]. (2) The reactants are [Cl:1][C:2]1[CH:3]=[C:4]([CH:8](O)[CH:9]([CH2:15][C:16]2[CH:17]=[CH:18][C:19]3[O:23][CH2:22][C:21]([CH3:25])([CH3:24])[C:20]=3[CH:26]=2)C(OCC)=O)[CH:5]=[CH:6][CH:7]=1.[OH-:28].[Na+].C([N:32]([CH2:35]C)CC)C.C1(P(N=[N+]=[N-])(C2C=CC=CC=2)=[O:44])C=CC=CC=1. The catalyst is O1CCCC1CCO.O1CCCC1. The product is [Cl:1][C:2]1[CH:3]=[C:4]([CH:8]2[O:28][C:35](=[O:44])[NH:32][CH:9]2[CH2:15][C:16]2[CH:17]=[CH:18][C:19]3[O:23][CH2:22][C:21]([CH3:24])([CH3:25])[C:20]=3[CH:26]=2)[CH:5]=[CH:6][CH:7]=1. The yield is 0.770. (3) The reactants are C([O:3][C:4](=[O:33])[CH2:5][CH:6]([N:10]1[C:18]2[C:13](=[CH:14][C:15]([NH:19][C:20](=[O:32])[CH2:21][C:22]3[CH:31]=[CH:30][C:29]4[CH2:28][CH2:27][CH2:26][NH:25][C:24]=4[N:23]=3)=[CH:16][CH:17]=2)[CH:12]=[CH:11]1)[CH2:7][CH2:8][CH3:9])C.[OH-].[Na+]. The catalyst is O. The product is [N:23]1[C:24]2[NH:25][CH2:26][CH2:27][CH2:28][C:29]=2[CH:30]=[CH:31][C:22]=1[CH2:21][C:20]([NH:19][C:15]1[CH:14]=[C:13]2[C:18](=[CH:17][CH:16]=1)[N:10]([CH:6]([CH2:7][CH2:8][CH3:9])[CH2:5][C:4]([OH:33])=[O:3])[CH:11]=[CH:12]2)=[O:32]. The yield is 0.810. (4) The reactants are [CH3:1][C:2]1[N:7]=[CH:6][C:5]([CH2:8][OH:9])=[CH:4][CH:3]=1.[Cl:10][C:11]1[CH:16]=[C:15](I)[CH:14]=[CH:13][N:12]=1.C(=O)([O-])[O-].[Cs+].[Cs+].N1C2C(=CC=C3C=2N=CC=C3)C=CC=1. The catalyst is C1(C)C=CC=CC=1.[Cu]I. The product is [Cl:10][C:11]1[CH:16]=[C:15]([O:9][CH2:8][C:5]2[CH:6]=[N:7][C:2]([CH3:1])=[CH:3][CH:4]=2)[CH:14]=[CH:13][N:12]=1. The yield is 0.750. (5) The reactants are [CH:1]1([CH2:6][C@H:7](NC(C2N(C)N=CC=2)=O)[C:8](=[O:28])[NH:9][C@H:10]2[CH2:16][CH2:15][C@@H:14](C)[N:13]([S:18]([C:21]3[CH:26]=[CH:25][CH:24]=[CH:23][N:22]=3)(=[O:20])=[O:19])[CH2:12][C:11]2=[O:27])CCCC1. The catalyst is CN(C)C=O.C(O)C. The product is [OH:27][C@@H:11]1[C@@H:10]([N:9]2[C:8](=[O:28])[C:7]3[C:10](=[CH:16][CH:15]=[CH:1][CH:6]=3)[C:11]2=[O:27])[CH2:16][CH2:15][CH2:14][N:13]([S:18]([C:21]2[CH:26]=[CH:25][CH:24]=[CH:23][N:22]=2)(=[O:19])=[O:20])[CH2:12]1. The yield is 0.910. (6) The reactants are [O:1]1[CH:5]=[CH:4][CH:3]=[C:2]1[C:6]1[N:7]=[C:8]([NH:17]C(=O)OC(C)(C)C)[S:9][C:10]=1[C:11]([CH2:13][CH2:14][O:15][CH3:16])=[O:12]. The catalyst is FC(F)(F)C(O)=O. The product is [CH3:16][O:15][CH2:14][CH2:13][C:11]([C:10]1[S:9][C:8]([NH2:17])=[N:7][C:6]=1[C:2]1[O:1][CH:5]=[CH:4][CH:3]=1)=[O:12]. The yield is 0.870. (7) The reactants are [CH2:1]([O:3][C:4](=[O:12])[CH:5]([NH:8][C:9](=O)[CH3:10])[C:6]#[N:7])[CH3:2].COC1C=CC(P2(SP(C3C=CC(OC)=CC=3)(=S)S2)=[S:22])=CC=1. The catalyst is C1(C)C=CC=CC=1. The product is [CH2:1]([O:3][C:4]([C:5]1[N:8]=[C:9]([CH3:10])[S:22][C:6]=1[NH2:7])=[O:12])[CH3:2]. The yield is 0.570. (8) The reactants are [F:1][C:2]1[C:19]([F:20])=[CH:18][CH:17]=[CH:16][C:3]=1[CH2:4][C:5]1[C:6](=[O:15])[NH:7][C:8]([CH2:12][CH2:13][CH3:14])=[N:9][C:10]=1[CH3:11].Br[CH2:22][C:23]1[CH:28]=[CH:27][C:26]([C:29]2[CH:34]=[CH:33][CH:32]=[CH:31][C:30]=2[C:35]2[N:39]=[C:38](C(Cl)(Cl)Cl)[O:37][N:36]=2)=[CH:25][CH:24]=1.C(=O)([O-])[O-:45].[Cs+].[Cs+]. The catalyst is CN(C)C=O.C(OCC)(=O)C. The product is [F:1][C:2]1[C:19]([F:20])=[CH:18][CH:17]=[CH:16][C:3]=1[CH2:4][C:5]1[C:6](=[O:15])[N:7]([CH2:22][C:23]2[CH:28]=[CH:27][C:26]([C:29]3[CH:34]=[CH:33][CH:32]=[CH:31][C:30]=3[C:35]3[NH:39][C:38](=[O:45])[O:37][N:36]=3)=[CH:25][CH:24]=2)[C:8]([CH2:12][CH2:13][CH3:14])=[N:9][C:10]=1[CH3:11]. The yield is 0.200.